The task is: Predict the product of the given reaction.. This data is from Forward reaction prediction with 1.9M reactions from USPTO patents (1976-2016). (1) Given the reactants [OH-].[Na+].[Br:3][C:4]1C=C2[C:11](=[CH:12][CH:13]=1)[CH:10]=[C:9](O)C=C2.Cl.Cl[CH2:17][CH2:18][N:19]1[CH2:24][CH2:23][CH2:22][CH2:21][CH2:20]1.[O:25]1[CH2:29][CH2:28][CH2:27][CH2:26]1, predict the reaction product. The product is: [Br:3][C:4]1[C:13]2[C:26](=[CH:9][CH:10]=[CH:11][CH:12]=2)[CH:27]=[CH:28][C:29]=1[O:25][CH2:17][CH2:18][N:19]1[CH2:24][CH2:23][CH2:22][CH2:21][CH2:20]1. (2) Given the reactants [NH2:1][C:2]1[C:11]([C:12]#[C:13][C:14]2[CH:19]=[CH:18][CH:17]=[C:16]([NH:20][C:21]([C:23]3[O:24][CH:25]=[CH:26][C:27]=3[CH3:28])=[O:22])[CH:15]=2)=[CH:10][C:5]([C:6]([O:8]C)=[O:7])=[CH:4][N:3]=1.[OH-].[Na+].C(O)(=O)C.CCOC(C)=O, predict the reaction product. The product is: [NH2:1][C:2]1[C:11]([C:12]#[C:13][C:14]2[CH:19]=[CH:18][CH:17]=[C:16]([NH:20][C:21]([C:23]3[O:24][CH:25]=[CH:26][C:27]=3[CH3:28])=[O:22])[CH:15]=2)=[CH:10][C:5]([C:6]([OH:8])=[O:7])=[CH:4][N:3]=1. (3) Given the reactants C[C:2]1[C:10]2[C:5](=[CH:6][CH:7]=[C:8]([C:11]3[S:15][C:14]([NH2:16])=[N:13][N:12]=3)[CH:9]=2)[NH:4][N:3]=1.BrC1C=CC(F)=C(C=1)C=O, predict the reaction product. The product is: [NH:4]1[C:5]2[C:10](=[CH:9][C:8]([C:11]3[S:15][C:14]([NH2:16])=[N:13][N:12]=3)=[CH:7][CH:6]=2)[CH:2]=[N:3]1. (4) The product is: [Br:12][CH2:8][C:6]1[CH:7]=[C:2]([F:1])[CH:3]=[CH:4][C:5]=1[N+:9]([O-:11])=[O:10]. Given the reactants [F:1][C:2]1[CH:3]=[CH:4][C:5]([N+:9]([O-:11])=[O:10])=[C:6]([CH3:8])[CH:7]=1.[Br:12]N1C(C)(C)C(=O)N(Br)C1=O.N(C1(C#N)CCCCC1)=NC1(C#N)CCCCC1.C(O)(=O)C, predict the reaction product. (5) The product is: [OH:4][CH2:3][C@H:2]([NH:1][C:13](=[O:14])[C@@H:12]([CH3:11])[CH2:16][CH:17]=[CH2:18])[C:5]1[CH:10]=[CH:9][CH:8]=[CH:7][CH:6]=1. Given the reactants [NH2:1][C@H:2]([C:5]1[CH:10]=[CH:9][CH:8]=[CH:7][CH:6]=1)[CH2:3][OH:4].[CH3:11][C@@H:12]([CH2:16][CH:17]=[CH2:18])[C:13](O)=[O:14].CCOC(C)=O.CCCCCC, predict the reaction product. (6) Given the reactants [CH3:1][C:2]1[N:7]=[CH:6][C:5]([C:8]([NH:10][C:11]2[C:12]([C:22]([O:24]C)=[O:23])=[N:13][N:14]([CH:16]3[CH2:21][CH2:20][CH2:19][CH2:18][O:17]3)[CH:15]=2)=[O:9])=[CH:4][CH:3]=1.O1CCCC1.[OH-].[Na+].Cl, predict the reaction product. The product is: [CH3:1][C:2]1[N:7]=[CH:6][C:5]([C:8]([NH:10][C:11]2[C:12]([C:22]([OH:24])=[O:23])=[N:13][N:14]([CH:16]3[CH2:21][CH2:20][CH2:19][CH2:18][O:17]3)[CH:15]=2)=[O:9])=[CH:4][CH:3]=1. (7) The product is: [CH:1]1([CH2:4][N:5]([CH2:24][CH2:25][CH3:26])[C:6]2[N:11]=[CH:10][N:9]=[C:8]([C:12]([NH:14][C:15]3[CH:20]=[CH:19][C:18]([CH2:21][NH:28][CH:29]([CH3:37])[C:30]([O:32][C:33]([CH3:36])([CH3:35])[CH3:34])=[O:31])=[CH:17][C:16]=3[CH3:23])=[O:13])[CH:7]=2)[CH2:3][CH2:2]1. Given the reactants [CH:1]1([CH2:4][N:5]([CH2:24][CH2:25][CH3:26])[C:6]2[N:11]=[CH:10][N:9]=[C:8]([C:12]([NH:14][C:15]3[CH:20]=[CH:19][C:18]([CH:21]=O)=[CH:17][C:16]=3[CH3:23])=[O:13])[CH:7]=2)[CH2:3][CH2:2]1.Cl.[NH2:28][CH:29]([CH3:37])[C:30]([O:32][C:33]([CH3:36])([CH3:35])[CH3:34])=[O:31].C(=O)([O-])[O-].C(O[BH-](OC(=O)C)OC(=O)C)(=O)C, predict the reaction product. (8) Given the reactants [CH:1]1([NH:7][C:8]2[N:13]=[CH:12][N:11]=[C:10]([C:14]([OH:16])=O)[CH:9]=2)[CH2:6][CH2:5][CH2:4][CH2:3][CH2:2]1.[NH2:17][C:18]1[CH:19]=[C:20]([CH3:25])[C:21]([OH:24])=[CH:22][CH:23]=1, predict the reaction product. The product is: [CH:1]1([NH:7][C:8]2[N:13]=[CH:12][N:11]=[C:10]([C:14]([NH:17][C:18]3[CH:23]=[CH:22][C:21]([OH:24])=[C:20]([CH3:25])[CH:19]=3)=[O:16])[CH:9]=2)[CH2:2][CH2:3][CH2:4][CH2:5][CH2:6]1. (9) Given the reactants [O:1]=[C:2]([CH2:9][CH2:10][CH3:11])[CH2:3][C:4]([O:6][CH2:7][CH3:8])=[O:5].[C:12]1([CH:22]=O)[C:21]2[C:16](=[CH:17][CH:18]=[CH:19][CH:20]=2)[CH:15]=[CH:14][CH:13]=1.N1CCCCC1.C(O)(=O)C, predict the reaction product. The product is: [C:12]1([CH:22]=[C:3]([C:2](=[O:1])[CH2:9][CH2:10][CH3:11])[C:4]([O:6][CH2:7][CH3:8])=[O:5])[C:21]2[C:16](=[CH:17][CH:18]=[CH:19][CH:20]=2)[CH:15]=[CH:14][CH:13]=1. (10) Given the reactants [CH2:1]([O:8][N:9]1[C:15](=[O:16])[N:14]2[CH2:17][C@H:10]1[CH2:11][CH2:12][C@H:13]2[C:18]([OH:20])=O)[C:2]1[CH:7]=[CH:6][CH:5]=[CH:4][CH:3]=1.[NH2:21][O:22][CH:23]1[CH2:28][CH2:27][CH2:26][CH2:25][CH2:24]1.ON1C2C=CC=CC=2N=N1.Cl.C(N=C=NCCCN(C)C)C, predict the reaction product. The product is: [CH2:1]([O:8][N:9]1[C:15](=[O:16])[N:14]2[CH2:17][C@H:10]1[CH2:11][CH2:12][C@H:13]2[C:18]([NH:21][O:22][CH:23]1[CH2:28][CH2:27][CH2:26][CH2:25][CH2:24]1)=[O:20])[C:2]1[CH:3]=[CH:4][CH:5]=[CH:6][CH:7]=1.